From a dataset of Merck oncology drug combination screen with 23,052 pairs across 39 cell lines. Regression. Given two drug SMILES strings and cell line genomic features, predict the synergy score measuring deviation from expected non-interaction effect. (1) Drug 1: CN(C)C(=N)N=C(N)N. Drug 2: O=C(CCCCCCC(=O)Nc1ccccc1)NO. Cell line: RKO. Synergy scores: synergy=8.40. (2) Drug 1: O=C(O)C1(Cc2cccc(Nc3nccs3)n2)CCC(Oc2cccc(Cl)c2F)CC1. Drug 2: NC1CCCCC1N.O=C(O)C(=O)O.[Pt+2]. Cell line: KPL1. Synergy scores: synergy=-4.93. (3) Drug 1: O=S1(=O)NC2(CN1CC(F)(F)F)C1CCC2Cc2cc(C=CCN3CCC(C(F)(F)F)CC3)ccc2C1. Drug 2: CN(C)C(=N)N=C(N)N. Cell line: HCT116. Synergy scores: synergy=7.39. (4) Drug 1: N#Cc1ccc(Cn2cncc2CN2CCN(c3cccc(Cl)c3)C(=O)C2)cc1. Drug 2: O=C(O)C1(Cc2cccc(Nc3nccs3)n2)CCC(Oc2cccc(Cl)c2F)CC1. Cell line: NCIH1650. Synergy scores: synergy=3.49. (5) Drug 1: O=S1(=O)NC2(CN1CC(F)(F)F)C1CCC2Cc2cc(C=CCN3CCC(C(F)(F)F)CC3)ccc2C1. Drug 2: CN(C)C(=N)N=C(N)N. Cell line: NCIH2122. Synergy scores: synergy=3.33.